This data is from Reaction yield outcomes from USPTO patents with 853,638 reactions. The task is: Predict the reaction yield, written as a fraction of the theoretical maximum amount of product (1.0 means a 100% yield; for example, 0.34 means a 34% yield). (1) The reactants are Br[C:2]1[CH:3]=[CH:4][C:5]2[O:30][CH2:29][C:8]3([C:16]4[C:11](=[CH:12][CH:13]=[CH:14][CH:15]=4)[N:10]([CH2:17][C:18]([NH:20][C:21]4[CH:26]=[CH:25][CH:24]=[CH:23][C:22]=4[F:27])=[O:19])[C:9]3=[O:28])[C:6]=2[CH:7]=1.BrC1C=CC2C3(COC=2C=1)C1C(=CC=CC=1)[N:40]([CH2:47][CH2:48][CH2:49][CH2:50][CH3:51])C3=O. No catalyst specified. The product is [F:27][C:22]1[CH:23]=[CH:24][CH:25]=[CH:26][C:21]=1[NH:20][C:18](=[O:19])[CH2:17][N:10]1[C:11]2[C:16](=[CH:15][CH:14]=[CH:13][CH:12]=2)[C:8]2([C:6]3[CH:7]=[C:2]([C:50]4[CH:51]=[N:40][CH:47]=[CH:48][CH:49]=4)[CH:3]=[CH:4][C:5]=3[O:30][CH2:29]2)[C:9]1=[O:28]. The yield is 0.550. (2) The reactants are [Br:1][C:2]1[CH:3]=[C:4]([CH:12]=[CH:13][CH:14]=1)[O:5][CH2:6][CH2:7][CH2:8][C:9]([OH:11])=O. The catalyst is O. The product is [Br:1][C:2]1[CH:14]=[CH:13][C:12]2[C:9](=[O:11])[CH2:8][CH2:7][CH2:6][O:5][C:4]=2[CH:3]=1. The yield is 0.750. (3) The reactants are [NH2:1][CH2:2][C:3]1[C:4]([NH2:30])=[N:5][C:6]([O:9][CH2:10][CH2:11][CH2:12][CH2:13][N:14]2[CH2:19][CH2:18][N:17]([C:20]3[C:29]4[C:24](=[CH:25][CH:26]=[CH:27][CH:28]=4)[CH:23]=[CH:22][CH:21]=3)[CH2:16][CH2:15]2)=[CH:7][CH:8]=1.Cl[C:32](OC1C=CC=CC=1)=[O:33].CCN(CC)CC.[Li+].CC([N-]C(C)C)C. The catalyst is C1COCC1. The product is [C:20]1([N:17]2[CH2:16][CH2:15][N:14]([CH2:13][CH2:12][CH2:11][CH2:10][O:9][C:6]3[CH:7]=[CH:8][C:3]4[CH2:2][NH:1][C:32](=[O:33])[NH:30][C:4]=4[N:5]=3)[CH2:19][CH2:18]2)[C:29]2[C:24](=[CH:25][CH:26]=[CH:27][CH:28]=2)[CH:23]=[CH:22][CH:21]=1. The yield is 0.210. (4) The reactants are Br[C:2]1[CH:7]=[CH:6][C:5]([N:8]2[C:12]([CH2:13][C@@H:14]3[CH2:18][CH2:17][N:16]([C:19]([CH:21]4[CH2:23][CH2:22]4)=[O:20])[CH2:15]3)=[N:11][NH:10][C:9]2=[O:24])=[C:4]([F:25])[CH:3]=1.[F:26][C:27]1[CH:32]=[CH:31][C:30](B(O)O)=[CH:29][CH:28]=1.C(=O)([O-])[O-].[K+].[K+]. The catalyst is O1CCOCC1.C1C=CC(P(C2C=CC=CC=2)[C-]2C=CC=C2)=CC=1.C1C=CC(P(C2C=CC=CC=2)[C-]2C=CC=C2)=CC=1.Cl[Pd]Cl.[Fe+2].ClCCl. The product is [CH:21]1([C:19]([N:16]2[CH2:17][CH2:18][C@@H:14]([CH2:13][C:12]3[N:8]([C:5]4[CH:6]=[CH:7][C:2]([C:30]5[CH:31]=[CH:32][C:27]([F:26])=[CH:28][CH:29]=5)=[CH:3][C:4]=4[F:25])[C:9](=[O:24])[NH:10][N:11]=3)[CH2:15]2)=[O:20])[CH2:23][CH2:22]1. The yield is 0.610. (5) The reactants are [F:1][C:2]([P:8]([C:15]([F:21])([F:20])[C:16]([F:19])([F:18])[F:17])(=[O:14])[O:9][CH2:10][CH2:11][CH2:12][Br:13])([F:7])[C:3]([F:6])([F:5])[F:4].[CH3:22][N:23]1[CH:27]=[CH:26][N:25]=[CH:24]1. No catalyst specified. The product is [F:7][C:2]([P:8]([C:15]([F:20])([F:21])[C:16]([F:19])([F:18])[F:17])(=[O:9])[O-:14])([F:1])[C:3]([F:6])([F:5])[F:4].[Br:13][CH2:12][CH2:11][CH2:10][N+:25]1[CH:26]=[CH:27][N:23]([CH3:22])[CH:24]=1. The yield is 0.950. (6) The reactants are [Cl:1][C:2]1[CH:3]=[C:4]2[C:9](=[CH:10][CH:11]=1)[CH:8]=[C:7]([S:12]([CH2:15][CH2:16][C:17]([N:19]1[CH2:24][CH2:23][CH:22]([NH:25][CH2:26][C:27]3[N:31]([C:32](C4C=CC=CC=4)(C4C=CC=CC=4)C4C=CC=CC=4)[CH:30]=[N:29][C:28]=3[CH3:51])[CH2:21][CH2:20]1)=[O:18])(=[O:14])=[O:13])[CH:6]=[CH:5]2.C(=O)([O-])[O-:53].[K+].[K+]. The catalyst is Cl. The product is [Cl:1][C:2]1[CH:11]=[C:10]2[C:9](=[CH:4][CH:3]=1)[CH:8]=[C:7]([S:12]([CH2:15][CH2:16][C:17]([N:19]1[CH2:24][CH2:23][CH:22]([N:25]3[CH2:26][C:27]4=[C:28]([CH3:51])[N:29]=[CH:30][N:31]4[C:32]3=[O:53])[CH2:21][CH2:20]1)=[O:18])(=[O:13])=[O:14])[CH:6]=[CH:5]2. The yield is 0.0700. (7) The reactants are Cl.[Cl:2][C:3]1[CH:8]=[CH:7][N:6]=[C:5]([C:9]([O:11]C)=O)[CH:4]=1.[CH3:13][NH2:14]. The catalyst is CO.C1COCC1. The product is [Cl:2][C:3]1[CH:8]=[CH:7][N:6]=[C:5]([C:9]([NH:14][CH3:13])=[O:11])[CH:4]=1. The yield is 0.970.